From a dataset of Forward reaction prediction with 1.9M reactions from USPTO patents (1976-2016). Predict the product of the given reaction. Given the reactants [C:1]([NH2:20])([C:14]1[CH:19]=[CH:18][CH:17]=[CH:16][CH:15]=1)([C:8]1[CH:13]=[CH:12][CH:11]=[CH:10][CH:9]=1)[C:2]1[CH:7]=[CH:6][CH:5]=[CH:4][CH:3]=1.O=[CH:22][CH2:23][C:24]1([C:37]([O:39][CH2:40][CH3:41])=[O:38])[CH2:29][CH2:28][CH2:27][N:26]([C:30]([O:32][C:33]([CH3:36])([CH3:35])[CH3:34])=[O:31])[CH2:25]1.ClCCCl.C(O[BH-](OC(=O)C)OC(=O)C)(=O)C.[Na+], predict the reaction product. The product is: [C:1]([NH:20][CH2:22][CH2:23][C:24]1([C:37]([O:39][CH2:40][CH3:41])=[O:38])[CH2:29][CH2:28][CH2:27][N:26]([C:30]([O:32][C:33]([CH3:35])([CH3:36])[CH3:34])=[O:31])[CH2:25]1)([C:8]1[CH:13]=[CH:12][CH:11]=[CH:10][CH:9]=1)([C:14]1[CH:15]=[CH:16][CH:17]=[CH:18][CH:19]=1)[C:2]1[CH:3]=[CH:4][CH:5]=[CH:6][CH:7]=1.